From a dataset of Catalyst prediction with 721,799 reactions and 888 catalyst types from USPTO. Predict which catalyst facilitates the given reaction. Reactant: [NH2:1][C:2]1[CH:3]=[C:4]([CH:8]=[CH:9][C:10]=1[O:11][CH3:12])[C:5]([OH:7])=[O:6].[Br:13][CH2:14][C:15](Cl)=[O:16]. Product: [Br:13][CH2:14][C:15]([NH:1][C:2]1[CH:3]=[C:4]([CH:8]=[CH:9][C:10]=1[O:11][CH3:12])[C:5]([OH:7])=[O:6])=[O:16]. The catalyst class is: 64.